From a dataset of Full USPTO retrosynthesis dataset with 1.9M reactions from patents (1976-2016). Predict the reactants needed to synthesize the given product. (1) Given the product [ClH:38].[F:24][C:20]1[CH:21]=[C:22]2[C:17](=[CH:18][CH:19]=1)[NH:16][C:15]([C:13]([NH:12][C@H:9]1[CH2:10][CH2:11][C@H:6]([C:4](=[O:5])[N:40]([CH3:41])[CH3:39])[CH2:7][C@H:8]1[NH:25][C:26]([C:28]1[S:29][C:30]3[CH2:31][N:32]([CH3:37])[CH2:33][CH2:34][C:35]=3[N:36]=1)=[O:27])=[O:14])=[CH:23]2, predict the reactants needed to synthesize it. The reactants are: C(O[C:4]([C@H:6]1[CH2:11][CH2:10][C@H:9]([NH:12][C:13]([C:15]2[NH:16][C:17]3[C:22]([CH:23]=2)=[CH:21][C:20]([F:24])=[CH:19][CH:18]=3)=[O:14])[C@H:8]([NH:25][C:26]([C:28]2[S:29][C:30]3[CH2:31][N:32]([CH3:37])[CH2:33][CH2:34][C:35]=3[N:36]=2)=[O:27])[CH2:7]1)=[O:5])C.[ClH:38].[CH3:39][NH:40][CH3:41]. (2) Given the product [CH3:22][O:21][C:18]1[CH:19]=[C:20]2[C:15]([CH:14]=[CH:13][C:12](=[O:23])[N:11]2[CH2:10][CH2:9][N:6]2[CH2:5][CH2:4][CH:3]([NH:2][CH2:37][C:34]3[CH:33]=[C:32]([CH3:39])[C:31]([O:30][CH3:29])=[CH:36][N:35]=3)[CH2:8][CH2:7]2)=[N:16][CH:17]=1, predict the reactants needed to synthesize it. The reactants are: Cl.[NH2:2][CH:3]1[CH2:8][CH2:7][N:6]([CH2:9][CH2:10][N:11]2[C:20]3[C:15](=[N:16][CH:17]=[C:18]([O:21][CH3:22])[CH:19]=3)[CH:14]=[CH:13][C:12]2=[O:23])[CH2:5][CH2:4]1.C[O-].[Na+].CO.[CH3:29][O:30][C:31]1[C:32]([CH3:39])=[CH:33][C:34]([CH:37]=O)=[N:35][CH:36]=1.C([BH3-])#N.[Na+].C(=O)([O-])O.[Na+]. (3) Given the product [S:9]1[C:5]2[CH:4]=[CH:3][C:2]([CH2:19][C:20]([OH:22])=[O:21])=[CH:10][C:6]=2[CH:7]=[CH:8]1, predict the reactants needed to synthesize it. The reactants are: Br[C:2]1[CH:3]=[CH:4][C:5]2[S:9][CH:8]=[CH:7][C:6]=2[CH:10]=1.CC(C)([O-])C.[K+].C([CH2:19][C:20]([O:22]C(C)(C)C)=[O:21])#N.[OH-].[K+]. (4) The reactants are: [CH3:1][O:2][C:3](=[O:22])[C:4]1[CH:9]=[CH:8][CH:7]=[CH:6][C:5]=1[NH:10][C:11](=[O:21])[C:12]1[CH:17]=[CH:16][CH:15]=[CH:14][C:13]=1[N+:18]([O-])=O. Given the product [CH3:1][O:2][C:3](=[O:22])[C:4]1[CH:9]=[CH:8][CH:7]=[CH:6][C:5]=1[NH:10][C:11](=[O:21])[C:12]1[CH:17]=[CH:16][CH:15]=[CH:14][C:13]=1[NH2:18].[NH2:10][C:5]1[CH:6]=[CH:7][CH:8]=[CH:9][C:4]=1[C:3]([OH:22])=[O:2], predict the reactants needed to synthesize it.